From a dataset of Reaction yield outcomes from USPTO patents with 853,638 reactions. Predict the reaction yield, written as a fraction of the theoretical maximum amount of product (1.0 means a 100% yield; for example, 0.34 means a 34% yield). (1) The reactants are [CH3:1][O:2][CH2:3][C@H:4]([CH3:46])[O:5][C:6]1[CH:7]=[C:8]([CH:20]=[C:21]([C:23]2[NH:24][C:25]([C:28]3[O:29][C@@H:30]([CH3:45])[C@@H:31]([CH2:33][O:34][Si](C(C)C)(C(C)C)C(C)C)[N:32]=3)=[CH:26][CH:27]=2)[CH:22]=1)[O:9][C:10]1[CH:11]=[CH:12][C:13]([S:16]([CH3:19])(=[O:18])=[O:17])=[N:14][CH:15]=1.[F-].C([N+](CCCC)(CCCC)CCCC)CCC.O. The catalyst is O1CCCC1. The product is [CH3:1][O:2][CH2:3][C@H:4]([CH3:46])[O:5][C:6]1[CH:22]=[C:21]([C:23]2[NH:24][C:25]([C:28]3[O:29][C@@H:30]([CH3:45])[C@@H:31]([CH2:33][OH:34])[N:32]=3)=[CH:26][CH:27]=2)[CH:20]=[C:8]([O:9][C:10]2[CH:15]=[N:14][C:13]([S:16]([CH3:19])(=[O:17])=[O:18])=[CH:12][CH:11]=2)[CH:7]=1. The yield is 0.840. (2) The reactants are [CH3:1][N:2]1[C:10]2[CH:9]=[C:8]([N:11]3[CH:16]=[CH:15][C:14]([C:17]4[CH:18]=[N:19][C:20]([C:23]([F:26])([F:25])[F:24])=[CH:21][CH:22]=4)=[CH:13][C:12]3=[O:27])[CH:7]=[CH:6][C:5]=2[C:4]2[CH2:28][N:29](C(OC(C)(C)C)=O)[CH2:30][CH2:31][C:3]1=2.C1(N)C(F)=C(F)C(F)=C(N)C=1F.[ClH:51].Cl. No catalyst specified. The product is [ClH:51].[ClH:51].[CH3:1][N:2]1[C:10]2[CH:9]=[C:8]([N:11]3[CH:16]=[CH:15][C:14]([C:17]4[CH:18]=[N:19][C:20]([C:23]([F:24])([F:25])[F:26])=[CH:21][CH:22]=4)=[CH:13][C:12]3=[O:27])[CH:7]=[CH:6][C:5]=2[C:4]2[CH2:28][NH:29][CH2:30][CH2:31][C:3]1=2. The yield is 0.260. (3) The reactants are [CH3:1][O:2][C:3]1[N:13]=[CH:12][C:11]2[S:10][CH2:9][CH2:8][NH:7][CH2:6][C:5]=2[CH:4]=1.[CH:14]([C:16]1[CH:25]=[CH:24][C:19]([C:20]([O:22][CH3:23])=[O:21])=[C:18]([O:26][CH3:27])[CH:17]=1)=O.C([BH3-])#N.[Na+]. The catalyst is ClCCCl. The product is [CH3:27][O:26][C:18]1[CH:17]=[C:16]([CH2:14][N:7]2[CH2:6][C:5]3[CH:4]=[C:3]([O:2][CH3:1])[N:13]=[CH:12][C:11]=3[S:10][CH2:9][CH2:8]2)[CH:25]=[CH:24][C:19]=1[C:20]([O:22][CH3:23])=[O:21]. The yield is 0.350. (4) The reactants are [CH2:1]([O:8][CH2:9][C:10]1([C:22]([O:24]C)=[O:23])[CH2:14][CH2:13][CH2:12][N:11]1[C:15]([O:17][C:18]([CH3:21])([CH3:20])[CH3:19])=[O:16])[C:2]1[CH:7]=[CH:6][CH:5]=[CH:4][CH:3]=1.[OH-].[Na+]. The catalyst is CO. The product is [CH2:1]([O:8][CH2:9][C:10]1([C:22]([OH:24])=[O:23])[CH2:14][CH2:13][CH2:12][N:11]1[C:15]([O:17][C:18]([CH3:19])([CH3:20])[CH3:21])=[O:16])[C:2]1[CH:3]=[CH:4][CH:5]=[CH:6][CH:7]=1. The yield is 0.670. (5) The reactants are [CH3:1][C@H:2]1[C@@H:7]2[CH2:8][CH2:9][C:10]([CH3:12])=[CH:11][C@@H:6]2[C@H:5]([C@H:13]([C:15](O)=[O:16])[CH3:14])[CH2:4][CH2:3]1.[N+](=C)=[N-]. The catalyst is C(OCC)C. The product is [CH3:1][C@H:2]1[C@@H:7]2[CH2:8][CH2:9][C:10]([CH3:12])=[CH:11][C@@H:6]2[C@H:5]([C@H:13]([CH:15]=[O:16])[CH3:14])[CH2:4][CH2:3]1. The yield is 0.480.